Dataset: Forward reaction prediction with 1.9M reactions from USPTO patents (1976-2016). Task: Predict the product of the given reaction. (1) Given the reactants [ClH:1].[C:2]([CH2:4][C:5]1[C:14]([O:15][CH3:16])=[C:13]2[O:17][C:18]([CH3:21])([CH3:20])[CH2:19][C:12]2=[C:11]2[C:6]=1[CH2:7][C:8]([CH3:32])([CH3:31])[N:9]=[C:10]2[C:22]1[CH:23]=[C:24]([CH:28]=[CH:29][CH:30]=1)[C:25](O)=[O:26])#[N:3].[CH2:33]([N:35](CC)CC)C.Cl.CN.C(OCC)(=O)C, predict the reaction product. The product is: [ClH:1].[C:2]([CH2:4][C:5]1[C:14]([O:15][CH3:16])=[C:13]2[O:17][C:18]([CH3:21])([CH3:20])[CH2:19][C:12]2=[C:11]2[C:6]=1[CH2:7][C:8]([CH3:32])([CH3:31])[N:9]=[C:10]2[C:22]1[CH:23]=[C:24]([CH:28]=[CH:29][CH:30]=1)[C:25]([NH:35][CH3:33])=[O:26])#[N:3]. (2) Given the reactants [Br:1][C:2]1[CH:7]=[CH:6][C:5]([C:8]2[CH:13]=[CH:12][C:11]([Br:14])=[CH:10][CH:9]=2)=[C:4]([NH2:15])[CH:3]=1.I[C:17]1[CH:22]=[CH:21][CH:20]=[CH:19][CH:18]=1.[OH-].[K+].N1[C:38]2[C:29](=[CH:30][CH:31]=[C:32]3[C:37]=2N=CC=C3)C=CC=1, predict the reaction product. The product is: [Br:1][C:2]1[CH:7]=[CH:6][C:5]([C:8]2[CH:9]=[CH:10][C:11]([Br:14])=[CH:12][CH:13]=2)=[C:4]([N:15]([C:29]2[CH:38]=[CH:37][CH:32]=[CH:31][CH:30]=2)[C:17]2[CH:22]=[CH:21][CH:20]=[CH:19][CH:18]=2)[CH:3]=1. (3) Given the reactants Cl.[NH2:2][CH:3]([C:6]1[CH:11]=[CH:10][CH:9]=[C:8]([S:12][CH3:13])[CH:7]=1)[C:4]#[N:5].[CH3:14][O:15][C:16]1[C:34]([O:35][CH3:36])=[C:33]([O:37][CH3:38])[CH:32]=[CH:31][C:17]=1[C:18]([NH:20][CH2:21][CH2:22][N:23]1[CH:27]=[C:26]([C:28](O)=[O:29])[N:25]=[N:24]1)=[O:19], predict the reaction product. The product is: [C:4]([CH:3]([NH:2][C:28]([C:26]1[N:25]=[N:24][N:23]([CH2:22][CH2:21][NH:20][C:18](=[O:19])[C:17]2[CH:31]=[CH:32][C:33]([O:37][CH3:38])=[C:34]([O:35][CH3:36])[C:16]=2[O:15][CH3:14])[CH:27]=1)=[O:29])[C:6]1[CH:11]=[CH:10][CH:9]=[C:8]([S:12][CH3:13])[CH:7]=1)#[N:5].